This data is from Forward reaction prediction with 1.9M reactions from USPTO patents (1976-2016). The task is: Predict the product of the given reaction. (1) Given the reactants [OH:1][CH2:2][C:3]1([CH3:7])[CH2:6][O:5][CH2:4]1.C([NH:15][CH:16]1[CH2:21][CH2:20][NH:19][CH2:18][CH2:17]1)(OC(C)(C)C)=O.[CH3:22]CCP(=O)=O.C(N(CC)C(C)C)(C)C, predict the reaction product. The product is: [NH2:15][CH:16]1[CH2:17][CH2:18][N:19]([CH2:22][C:2]([C:3]2([CH3:7])[CH2:6][O:5][CH2:4]2)=[O:1])[CH2:20][CH2:21]1.[NH2:15][CH:16]1[CH2:21][CH2:20][N:19]([C:2]([C:3]2([CH3:7])[CH2:6][O:5][CH2:4]2)=[O:1])[CH2:18][CH2:17]1. (2) Given the reactants [Br:1][C:2]1[CH:3]=[C:4]2[C:9](=O)[NH:8][C:6](=O)[C:5]2=[CH:11][CH:12]=1.CO.Cl, predict the reaction product. The product is: [Br:1][C:2]1[CH:3]=[C:4]2[C:5](=[CH:11][CH:12]=1)[CH2:6][NH:8][CH2:9]2. (3) The product is: [CH3:1][N:2]1[C:14]2[C:13]3[CH:12]=[N:11][CH:10]=[CH:9][C:8]=3[CH2:7][CH2:6][C:5]=2[C:4]([C:15]([NH:38][C:36]2[CH:35]=[CH:34][CH:33]=[C:32]([CH3:31])[N:37]=2)=[O:17])=[N:3]1. Given the reactants [CH3:1][N:2]1[C:14]2[C:13]3[CH:12]=[N:11][CH:10]=[CH:9][C:8]=3[CH2:7][CH2:6][C:5]=2[C:4]([C:15]([OH:17])=O)=[N:3]1.C(Cl)(=O)C(Cl)=O.C(N(CC)CC)C.[CH3:31][C:32]1[N:37]=[C:36]([NH2:38])[CH:35]=[CH:34][CH:33]=1, predict the reaction product. (4) Given the reactants [Cl:1][C:2]1[CH:10]=[C:9]2[C:5]([CH:6]=[CH:7][NH:8]2)=[CH:4][CH:3]=1.I[C:12]1[CH:17]=[CH:16][CH:15]=[CH:14][C:13]=1[CH3:18], predict the reaction product. The product is: [Cl:1][C:2]1[CH:10]=[C:9]2[C:5]([CH:6]=[CH:7][N:8]2[C:12]2[CH:17]=[CH:16][CH:15]=[CH:14][C:13]=2[CH3:18])=[CH:4][CH:3]=1. (5) Given the reactants FC(F)(F)C(O)=O.[Cl:8][C:9]1[CH:23]=[CH:22][C:12]([O:13][CH2:14][C:15]([O:17]C(C)(C)C)=[O:16])=[C:11]([CH2:24][N:25]2[CH2:30][CH2:29][NH:28][C@@H:27]([CH2:31][CH3:32])[CH2:26]2)[CH:10]=1.C(=O)(O)[O-].[Na+].[C:38]1([S:44](Cl)(=[O:46])=[O:45])[CH:43]=[CH:42][CH:41]=[CH:40][CH:39]=1, predict the reaction product. The product is: [Cl:8][C:9]1[CH:23]=[CH:22][C:12]([O:13][CH2:14][C:15]([OH:17])=[O:16])=[C:11]([CH2:24][N:25]2[CH2:30][CH2:29][N:28]([S:44]([C:38]3[CH:43]=[CH:42][CH:41]=[CH:40][CH:39]=3)(=[O:46])=[O:45])[C@@H:27]([CH2:31][CH3:32])[CH2:26]2)[CH:10]=1. (6) Given the reactants [OH:1][CH2:2][CH:3]1[CH2:7][N:6]([C:8]2[C:12]([NH:13][C:14](=[O:20])[O:15][C:16]([CH3:19])([CH3:18])[CH3:17])=[CH:11][N:10]([CH3:21])[N:9]=2)[C:5](=[O:22])[C:4]1([CH3:24])[CH3:23].CC(OI1(OC(C)=O)(OC(C)=O)OC(=O)C2C=CC=CC1=2)=O, predict the reaction product. The product is: [CH:2]([CH:3]1[CH2:7][N:6]([C:8]2[C:12]([NH:13][C:14](=[O:20])[O:15][C:16]([CH3:18])([CH3:19])[CH3:17])=[CH:11][N:10]([CH3:21])[N:9]=2)[C:5](=[O:22])[C:4]1([CH3:24])[CH3:23])=[O:1]. (7) Given the reactants [CH2:1]([C:3]1[C:4]([C:9]#[N:10])=[N:5][CH:6]=[CH:7][CH:8]=1)[CH3:2].[F:11][C:12]1[CH:17]=[CH:16][C:15]([C:18]2[S:22][C:21]([CH3:23])=[N:20][C:19]=2[C:24](O)=[O:25])=[CH:14][CH:13]=1, predict the reaction product. The product is: [NH2:10][CH2:9][C@H:4]1[C@@H:3]([CH2:1][CH3:2])[CH2:8][CH2:7][CH2:6][N:5]1[C:24]([C:19]1[N:20]=[C:21]([CH3:23])[S:22][C:18]=1[C:15]1[CH:16]=[CH:17][C:12]([F:11])=[CH:13][CH:14]=1)=[O:25]. (8) The product is: [Cl:19][C:6]1[CH:7]=[C:8]([NH:11][S:12]([C:15]([F:18])([F:17])[F:16])(=[O:14])=[O:13])[CH:9]=[CH:10][C:5]=1[C:3]1[N:31]=[C:30]([C:28]2[CH:27]=[CH:26][N:25]=[C:24]([CH2:20][CH:21]([CH3:23])[CH3:22])[CH:29]=2)[S:32][CH:2]=1. Given the reactants Br[CH2:2][C:3]([C:5]1[CH:10]=[CH:9][C:8]([NH:11][S:12]([C:15]([F:18])([F:17])[F:16])(=[O:14])=[O:13])=[CH:7][C:6]=1[Cl:19])=O.[CH2:20]([C:24]1[CH:29]=[C:28]([C:30](=[S:32])[NH2:31])[CH:27]=[CH:26][N:25]=1)[CH:21]([CH3:23])[CH3:22], predict the reaction product.